Dataset: NCI-60 drug combinations with 297,098 pairs across 59 cell lines. Task: Regression. Given two drug SMILES strings and cell line genomic features, predict the synergy score measuring deviation from expected non-interaction effect. (1) Synergy scores: CSS=-1.10, Synergy_ZIP=2.53, Synergy_Bliss=7.08, Synergy_Loewe=1.88, Synergy_HSA=3.11. Drug 2: C1=NNC2=C1C(=O)NC=N2. Cell line: SW-620. Drug 1: CCCCCOC(=O)NC1=NC(=O)N(C=C1F)C2C(C(C(O2)C)O)O. (2) Drug 1: C1=CC(=CC=C1CCC2=CNC3=C2C(=O)NC(=N3)N)C(=O)NC(CCC(=O)O)C(=O)O. Drug 2: COC1=NC(=NC2=C1N=CN2C3C(C(C(O3)CO)O)O)N. Cell line: EKVX. Synergy scores: CSS=-0.0810, Synergy_ZIP=4.49, Synergy_Bliss=6.41, Synergy_Loewe=-1.14, Synergy_HSA=-1.10. (3) Drug 1: CN(CCCl)CCCl.Cl. Drug 2: C1C(C(OC1N2C=NC3=C2NC=NCC3O)CO)O. Cell line: HOP-92. Synergy scores: CSS=35.1, Synergy_ZIP=-2.93, Synergy_Bliss=1.66, Synergy_Loewe=-5.27, Synergy_HSA=0.225. (4) Drug 2: C1=NNC2=C1C(=O)NC=N2. Drug 1: C1=CC(=CC=C1CCCC(=O)O)N(CCCl)CCCl. Cell line: HCT116. Synergy scores: CSS=40.8, Synergy_ZIP=-0.335, Synergy_Bliss=-1.07, Synergy_Loewe=-15.9, Synergy_HSA=-0.0685. (5) Drug 2: CC=C1C(=O)NC(C(=O)OC2CC(=O)NC(C(=O)NC(CSSCCC=C2)C(=O)N1)C(C)C)C(C)C. Synergy scores: CSS=60.1, Synergy_ZIP=3.16, Synergy_Bliss=6.52, Synergy_Loewe=-31.8, Synergy_HSA=8.01. Cell line: LOX IMVI. Drug 1: COC1=C(C=C2C(=C1)N=CN=C2NC3=CC(=C(C=C3)F)Cl)OCCCN4CCOCC4. (6) Drug 1: CC1=C(C=C(C=C1)C(=O)NC2=CC(=CC(=C2)C(F)(F)F)N3C=C(N=C3)C)NC4=NC=CC(=N4)C5=CN=CC=C5. Drug 2: C1=NNC2=C1C(=O)NC=N2. Cell line: SK-MEL-5. Synergy scores: CSS=6.08, Synergy_ZIP=-2.56, Synergy_Bliss=-2.88, Synergy_Loewe=-1.29, Synergy_HSA=-0.967. (7) Drug 1: C1=CC(=CC=C1C#N)C(C2=CC=C(C=C2)C#N)N3C=NC=N3. Drug 2: CC1=C2C(C(=O)C3(C(CC4C(C3C(C(C2(C)C)(CC1OC(=O)C(C(C5=CC=CC=C5)NC(=O)OC(C)(C)C)O)O)OC(=O)C6=CC=CC=C6)(CO4)OC(=O)C)O)C)O. Cell line: M14. Synergy scores: CSS=-10.8, Synergy_ZIP=3.98, Synergy_Bliss=-1.42, Synergy_Loewe=-26.9, Synergy_HSA=-22.8. (8) Drug 1: CC(CN1CC(=O)NC(=O)C1)N2CC(=O)NC(=O)C2. Drug 2: C(=O)(N)NO. Cell line: EKVX. Synergy scores: CSS=5.88, Synergy_ZIP=-1.26, Synergy_Bliss=-2.09, Synergy_Loewe=-8.38, Synergy_HSA=-4.78.